Dataset: Forward reaction prediction with 1.9M reactions from USPTO patents (1976-2016). Task: Predict the product of the given reaction. (1) Given the reactants [F:1][C:2]1[CH:10]=[C:9]([F:11])[CH:8]=[CH:7][C:3]=1[C:4]([Cl:6])=[O:5].[CH3:12][N:13]([CH3:27])[CH:14]1[CH2:19][CH2:18][C:17]([C:20]2[N:25]=[C:24]([NH2:26])[CH:23]=[CH:22][CH:21]=2)=[CH:16][CH2:15]1, predict the reaction product. The product is: [ClH:6].[ClH:6].[F:1][C:2]1[CH:10]=[C:9]([F:11])[CH:8]=[CH:7][C:3]=1[C:4]([NH:26][C:24]1[CH:23]=[CH:22][CH:21]=[C:20]([C:17]2[CH2:18][CH2:19][CH:14]([N:13]([CH3:27])[CH3:12])[CH2:15][CH:16]=2)[N:25]=1)=[O:5]. (2) Given the reactants [Cl:1][C:2]1[CH:7]=[CH:6][C:5]([N:8]2[C:16]([CH:17]([CH:20]3[CH2:25][CH2:24][CH2:23][CH2:22][CH2:21]3)[CH2:18][OH:19])=[C:15]3[C:10]([CH:11]=[CH:12][CH:13]=[CH:14]3)=[N:9]2)=[CH:4][CH:3]=1.[CH3:26][O:27][C:28](=[O:38])[C:29]1[CH:34]=[C:33]([CH3:35])[C:32](O)=[C:31]([CH3:37])[CH:30]=1.C1(P(C2C=CC=CC=2)C2C=CC=CC=2)C=CC=CC=1.N(C(OC(C)(C)C)=O)=NC(OC(C)(C)C)=O, predict the reaction product. The product is: [CH3:26][O:27][C:28](=[O:38])[C:29]1[CH:30]=[C:31]([CH3:37])[C:32]([O:19][CH2:18][CH:17]([C:16]2[N:8]([C:5]3[CH:6]=[CH:7][C:2]([Cl:1])=[CH:3][CH:4]=3)[N:9]=[C:10]3[C:15]=2[CH:14]=[CH:13][CH:12]=[CH:11]3)[CH:20]2[CH2:25][CH2:24][CH2:23][CH2:22][CH2:21]2)=[C:33]([CH3:35])[CH:34]=1. (3) Given the reactants [NH2:1][C:2]1[CH:10]=[CH:9][C:5]([C:6]([OH:8])=[O:7])=[CH:4][CH:3]=1.[CH3:11][C:12]([CH3:16])=[CH:13][CH2:14]O.C1CCC(N=C=NC2CCCCC2)CC1, predict the reaction product. The product is: [CH3:11][C:12]([CH3:16])=[CH:13][CH2:14][O:7][C:6](=[O:8])[C:5]1[CH:9]=[CH:10][C:2]([NH2:1])=[CH:3][CH:4]=1. (4) Given the reactants [Br:1][C:2]1[CH:7]=[CH:6][C:5]([CH:8]2[C:13]3[CH:14]=[C:15]([O:20][CH3:21])[C:16]([O:18][CH3:19])=[CH:17][C:12]=3[CH2:11][CH:10]([CH3:22])[O:9]2)=[CH:4][CH:3]=1.CC(C)=[O:25], predict the reaction product. The product is: [Br:1][C:2]1[CH:7]=[CH:6][C:5]([C:8]([C:13]2[CH:14]=[C:15]([O:20][CH3:21])[C:16]([O:18][CH3:19])=[CH:17][C:12]=2[CH2:11][C:10](=[O:9])[CH3:22])=[O:25])=[CH:4][CH:3]=1.